This data is from Reaction yield outcomes from USPTO patents with 853,638 reactions. The task is: Predict the reaction yield, written as a fraction of the theoretical maximum amount of product (1.0 means a 100% yield; for example, 0.34 means a 34% yield). The reactants are Cl[C:2]1[C:7]2[O:8][CH2:9][CH2:10][N:11]([CH:12]3[CH2:17][CH2:16][N:15]([C:18]([O:20][CH:21]([CH3:23])[CH3:22])=[O:19])[CH2:14][CH2:13]3)[C:6]=2[N:5]=[CH:4][N:3]=1.[F:24][C:25]1[CH:26]=[C:27]([CH:30]=[CH:31][C:32]=1[OH:33])[C:28]#[N:29].C([O-])([O-])=O.[K+].[K+]. The catalyst is CN(C=O)C.CO. The product is [C:28]([C:27]1[CH:30]=[CH:31][C:32]([O:33][C:2]2[C:7]3[O:8][CH2:9][CH2:10][N:11]([CH:12]4[CH2:17][CH2:16][N:15]([C:18]([O:20][CH:21]([CH3:23])[CH3:22])=[O:19])[CH2:14][CH2:13]4)[C:6]=3[N:5]=[CH:4][N:3]=2)=[C:25]([F:24])[CH:26]=1)#[N:29]. The yield is 0.0772.